The task is: Predict the product of the given reaction.. This data is from Forward reaction prediction with 1.9M reactions from USPTO patents (1976-2016). Given the reactants [CH2:1]([N:3]1[CH:7]=[C:6]([NH:8][C:9]2[N:14]=[CH:13][C:12]([OH:15])=[CH:11][N:10]=2)[CH:5]=[N:4]1)[CH3:2].Br[CH2:17][C:18]1[CH:19]=[C:20]([CH:25]=[C:26]([O:29][CH3:30])[C:27]=1[F:28])[C:21]([O:23][CH3:24])=[O:22].C([O-])([O-])=O.[K+].[K+], predict the reaction product. The product is: [CH2:1]([N:3]1[CH:7]=[C:6]([NH:8][C:9]2[N:10]=[CH:11][C:12]([O:15][CH2:17][C:18]3[CH:19]=[C:20]([CH:25]=[C:26]([O:29][CH3:30])[C:27]=3[F:28])[C:21]([O:23][CH3:24])=[O:22])=[CH:13][N:14]=2)[CH:5]=[N:4]1)[CH3:2].